This data is from Full USPTO retrosynthesis dataset with 1.9M reactions from patents (1976-2016). The task is: Predict the reactants needed to synthesize the given product. (1) The reactants are: [Br:1][CH:2]([C:4]1[C:5](=O)[NH:6][C:7]2[C:12]([N:13]=1)=[CH:11][CH:10]=[C:9]([F:14])[CH:8]=2)[CH3:3].P(Cl)(Cl)([Cl:18])=O. Given the product [Br:1][CH:2]([C:4]1[C:5]([Cl:18])=[N:6][C:7]2[C:12](=[CH:11][CH:10]=[C:9]([F:14])[CH:8]=2)[N:13]=1)[CH3:3], predict the reactants needed to synthesize it. (2) Given the product [Br:1][C:2]1[C:3]([CH3:10])=[CH:4][C:5]([OH:11])=[N:6][C:7]=1[CH3:8], predict the reactants needed to synthesize it. The reactants are: [Br:1][C:2]1[C:3]([CH3:10])=[CH:4][C:5](N)=[N:6][C:7]=1[CH3:8].[OH2:11]. (3) Given the product [CH3:1][O:2][C:3]1[C:12]2[N:11]=[C:10]([NH:13][C:17](=[O:24])[C:18]3[CH:23]=[CH:22][CH:21]=[N:20][CH:19]=3)[N:9]3[CH2:14][CH2:15][N:16]=[C:8]3[C:7]=2[CH:6]=[CH:5][CH:4]=1, predict the reactants needed to synthesize it. The reactants are: [CH3:1][O:2][C:3]1[C:12]2[N:11]=[C:10]([NH2:13])[N:9]3[CH2:14][CH2:15][N:16]=[C:8]3[C:7]=2[CH:6]=[CH:5][CH:4]=1.[C:17](O)(=[O:24])[C:18]1[CH:23]=[CH:22][CH:21]=[N:20][CH:19]=1.C(N(C(C)C)CC)(C)C.C1CN([P+](ON2N=NC3C=CC=CC2=3)(N2CCCC2)N2CCCC2)CC1.F[P-](F)(F)(F)(F)F. (4) The reactants are: [Cl:1][C:2]1[N:10](CC=C)[C:9]2[C:8](=[O:14])[NH:7][C:6](=[O:15])[N:5]([CH2:16][CH3:17])[C:4]=2[N:3]=1.C(=O)([O-])[O-].[K+].[K+].Cl[CH2:25][CH2:26][CH2:27][CH2:28][N:29]([CH3:39])[C:30]1[O:31][C:32]2[CH:38]=[CH:37][CH:36]=[CH:35][C:33]=2[N:34]=1.N1CCOCC1. Given the product [O:31]1[C:32]2[CH:38]=[CH:37][CH:36]=[CH:35][C:33]=2[N:34]=[C:30]1[N:29]([CH3:39])[CH2:28][CH2:27][CH2:26][CH2:25][N:7]1[C:8](=[O:14])[C:9]2[NH:10][C:2]([Cl:1])=[N:3][C:4]=2[N:5]([CH2:16][CH3:17])[C:6]1=[O:15], predict the reactants needed to synthesize it. (5) Given the product [F:1][C:2]1[C:14]([F:15])=[CH:13][C:12]([CH2:4][C:3]([CH3:11])=[CH2:2])=[C:11]([OH:16])[C:3]=1[C:4]([O:6][CH2:7][C:8]([CH3:10])=[CH2:9])=[O:5], predict the reactants needed to synthesize it. The reactants are: [F:1][C:2]1[C:14]([F:15])=[CH:13][CH:12]=[C:11]([O:16]CC(C)=C)[C:3]=1[C:4]([O:6][CH2:7][C:8]([CH3:10])=[CH2:9])=[O:5]. (6) Given the product [Br:13][C:14]1[CH:19]=[C:18]([NH:20][C:6](=[O:8])[C:5]2[CH:9]=[CH:10][C:2]([CH3:1])=[C:3]([O:11][CH3:12])[CH:4]=2)[CH:17]=[N:16][CH:15]=1, predict the reactants needed to synthesize it. The reactants are: [CH3:1][C:2]1[CH:10]=[CH:9][C:5]([C:6]([OH:8])=O)=[CH:4][C:3]=1[O:11][CH3:12].[Br:13][C:14]1[CH:15]=[N:16][CH:17]=[C:18]([NH2:20])[CH:19]=1.CCN(CC)CC.CN(C(ON1N=NC2C=CC=CC1=2)=[N+](C)C)C.F[P-](F)(F)(F)(F)F. (7) Given the product [OH:74][C@@H:72]([C@H:71]1[C:70](=[O:75])[N:55]2[C:56]([C:57]([O:59][CH2:60][C:61]3[CH:62]=[CH:63][C:64]([N+:67]([O-:69])=[O:68])=[CH:65][CH:66]=3)=[O:58])=[C:52]([C:50]3[S:49][C:48]4=[C:44]([S:41](=[O:43])(=[O:42])[NH2:40])[N:45]=[CH:46][N:47]4[CH:51]=3)[C@H:53]([CH3:76])[C@H:54]12)[CH3:73], predict the reactants needed to synthesize it. The reactants are: C(O)(=O)C.O[C@@H]([C@H]1C(=O)N2C(C([O-])=O)=C(C3SC4=C(C(=O)CC)N=CN4C=3)[C@H](C)[C@H]12)C.[Na+].[Si]([NH:40][S:41]([C:44]1[N:45]=[CH:46][N:47]2[CH:51]=[C:50]([C:52]3[C@H:53]([CH3:76])[C@@H:54]4[C@@H:71]([C@H:72]([OH:74])[CH3:73])[C:70](=[O:75])[N:55]4[C:56]=3[C:57]([O:59][CH2:60][C:61]3[CH:66]=[CH:65][C:64]([N+:67]([O-:69])=[O:68])=[CH:63][CH:62]=3)=[O:58])[S:49][C:48]=12)(=[O:43])=[O:42])(C(C)(C)C)(C)C.C(=O)([O-])O.[Na+]. (8) The reactants are: [H-].[H-].[H-].[H-].[Li+].[Al+3].[Si:7]([O:24][CH2:25][C@@H:26]1[CH2:28][C@H:27]1[C:29](OCC)=[O:30])([C:20]([CH3:23])([CH3:22])[CH3:21])([C:14]1[CH:19]=[CH:18][CH:17]=[CH:16][CH:15]=1)[C:8]1[CH:13]=[CH:12][CH:11]=[CH:10][CH:9]=1.O.[OH-].[Na+]. Given the product [Si:7]([O:24][CH2:25][C@@H:26]1[CH2:28][C@H:27]1[CH2:29][OH:30])([C:20]([CH3:23])([CH3:22])[CH3:21])([C:14]1[CH:15]=[CH:16][CH:17]=[CH:18][CH:19]=1)[C:8]1[CH:9]=[CH:10][CH:11]=[CH:12][CH:13]=1, predict the reactants needed to synthesize it. (9) Given the product [Br:1][C:2]1[CH:10]=[C:9]2[C:5](/[C:6](=[C:17]3\[C:18](=[O:22])[NH:19][C:20]4[C:16]\3=[CH:15][CH:14]=[C:13]([Br:12])[CH:21]=4)/[C:7](=[O:11])[NH:8]2)=[CH:4][CH:3]=1, predict the reactants needed to synthesize it. The reactants are: [Br:1][C:2]1[CH:10]=[C:9]2[C:5]([CH2:6][C:7](=[O:11])[NH:8]2)=[CH:4][CH:3]=1.[Br:12][C:13]1[CH:21]=[C:20]2[C:16]([C:17](=O)[C:18](=[O:22])[NH:19]2)=[CH:15][CH:14]=1.Cl. (10) Given the product [Br:9][C:7]1[C:2]([NH2:1])=[N:3][CH:4]=[C:11]([CH3:12])[CH:8]=1, predict the reactants needed to synthesize it. The reactants are: [NH2:1][C:2]1[C:7]([CH3:8])=CC=[CH:4][N:3]=1.[Br:9]Br.[C:11](O)(=O)[CH3:12].